Dataset: NCI-60 drug combinations with 297,098 pairs across 59 cell lines. Task: Regression. Given two drug SMILES strings and cell line genomic features, predict the synergy score measuring deviation from expected non-interaction effect. (1) Drug 1: COC1=C(C=C2C(=C1)N=CN=C2NC3=CC(=C(C=C3)F)Cl)OCCCN4CCOCC4. Drug 2: C1C(C(OC1N2C=NC3=C2NC=NCC3O)CO)O. Cell line: A549. Synergy scores: CSS=28.3, Synergy_ZIP=1.11, Synergy_Bliss=1.65, Synergy_Loewe=-7.11, Synergy_HSA=3.36. (2) Drug 1: C(CC(=O)O)C(=O)CN.Cl. Drug 2: CS(=O)(=O)OCCCCOS(=O)(=O)C. Cell line: NCI/ADR-RES. Synergy scores: CSS=1.09, Synergy_ZIP=-3.47, Synergy_Bliss=-2.85, Synergy_Loewe=-3.25, Synergy_HSA=-2.81.